From a dataset of Full USPTO retrosynthesis dataset with 1.9M reactions from patents (1976-2016). Predict the reactants needed to synthesize the given product. (1) Given the product [F:13][C:4]1[CH:3]=[C:2]([CH3:14])[CH:11]=[C:10]2[C:5]=1[CH2:6][CH2:7][CH2:8][C:9]2=[O:12], predict the reactants needed to synthesize it. The reactants are: Br[C:2]1[CH:11]=[C:10]2[C:5]([CH2:6][CH2:7][CH2:8][C:9]2=[O:12])=[C:4]([F:13])[CH:3]=1.[CH3:14][Sn](C)(C)C. (2) Given the product [O:23]1[C:22]2[CH:26]=[CH:27][C:19]([CH2:18][CH2:17][C:16]3[NH:15][C:3]4=[CH:4][C:5]5[C:6]([CH3:14])([CH3:13])[C:7](=[O:12])[N:8]([CH3:11])[C:9]=5[CH:10]=[C:2]4[N:1]=3)=[CH:20][C:21]=2[O:25][CH2:24]1, predict the reactants needed to synthesize it. The reactants are: [NH2:1][C:2]1[CH:10]=[C:9]2[C:5]([C:6]([CH3:14])([CH3:13])[C:7](=[O:12])[N:8]2[CH3:11])=[CH:4][C:3]=1[NH:15][C:16](=O)[CH2:17][CH2:18][C:19]1[CH:27]=[CH:26][C:22]2[O:23][CH2:24][O:25][C:21]=2[CH:20]=1.